Dataset: Full USPTO retrosynthesis dataset with 1.9M reactions from patents (1976-2016). Task: Predict the reactants needed to synthesize the given product. (1) Given the product [Br:1][C:2]1[CH:3]=[C:4]([C:5]2[O:6][CH:25]=[N:24][CH:23]=2)[CH:7]=[C:8]([C:10]([F:11])([F:12])[F:13])[CH:9]=1, predict the reactants needed to synthesize it. The reactants are: [Br:1][C:2]1[CH:3]=[C:4]([CH:7]=[C:8]([C:10]([F:13])([F:12])[F:11])[CH:9]=1)[CH:5]=[O:6].C1(C)C=CC(S([CH2:23][N+:24]#[C-:25])(=O)=O)=CC=1.C(=O)([O-])[O-].[K+].[K+]. (2) Given the product [CH2:1]([C:3]1[N:7]([CH3:8])[C:6]2[CH:9]=[C:10]([N:13]3[CH:18]=[CH:17][C:16]([O:19][CH2:28][C:25]4[S:26][CH:27]=[C:23]([C:22]([F:31])([F:30])[F:21])[N:24]=4)=[CH:15][C:14]3=[O:20])[CH:11]=[CH:12][C:5]=2[N:4]=1)[CH3:2], predict the reactants needed to synthesize it. The reactants are: [CH2:1]([C:3]1[N:7]([CH3:8])[C:6]2[CH:9]=[C:10]([N:13]3[CH:18]=[CH:17][C:16]([OH:19])=[CH:15][C:14]3=[O:20])[CH:11]=[CH:12][C:5]=2[N:4]=1)[CH3:2].[F:21][C:22]([F:31])([F:30])[C:23]1[N:24]=[C:25]([CH2:28]O)[S:26][CH:27]=1.C1(P(C2C=CC=CC=2)C2C=CC=CC=2)C=CC=CC=1.N(C(OCCOC)=O)=NC(OCCOC)=O. (3) Given the product [Cl:4][C:5]1[CH:10]=[CH:9][C:8]([C:11](=[N:19][O:20][CH3:21])[CH2:12][CH2:13][C:14]([OH:16])=[O:15])=[CH:7][CH:6]=1, predict the reactants needed to synthesize it. The reactants are: O.[OH-].[Li+].[Cl:4][C:5]1[CH:10]=[CH:9][C:8]([C:11](=[N:19][O:20][CH3:21])[CH2:12][CH2:13][C:14]([O:16]CC)=[O:15])=[CH:7][CH:6]=1. (4) Given the product [C:1]([O:5][C:6]([C:7]1[CH:12]=[C:11]([OH:13])[C:10]2[CH2:21][C:22]([CH2:24][OH:23])([CH3:25])[O:26][C:9]=2[CH:8]=1)=[O:34])([CH3:3])([CH3:2])[CH3:4], predict the reactants needed to synthesize it. The reactants are: [C:1]([O:5][C:6](=[O:34])[C:7]1[CH:12]=[C:11]([O:13]CC2C=CC=CC=2)[C:10]([CH2:21][C:22]2([CH3:25])[CH2:24][O:23]2)=[C:9]([O:26]CC2C=CC=CC=2)[CH:8]=1)([CH3:4])([CH3:3])[CH3:2].CCN(CC)CC.C([O-])([O-])=O.[K+].[K+]. (5) Given the product [C:6]([O:10][C:11](=[O:22])[NH:12][CH2:13][C:14]1[C:19]([F:20])=[CH:18][C:17]([C:51]2[CH:56]=[C:55]([Cl:57])[CH:54]=[C:53]([F:58])[C:52]=2[C:59]2[N:60]=[N:61][N:62]([CH3:64])[N:63]=2)=[CH:16][N:15]=1)([CH3:9])([CH3:8])[CH3:7], predict the reactants needed to synthesize it. The reactants are: C([O-])(=O)C.[K+].[C:6]([O:10][C:11](=[O:22])[NH:12][CH2:13][C:14]1[C:19]([F:20])=[CH:18][C:17](Br)=[CH:16][N:15]=1)([CH3:9])([CH3:8])[CH3:7].CC1(C)C(C)(C)OB(B2OC(C)(C)C(C)(C)O2)O1.C(Cl)Cl.C(=O)([O-])[O-].[K+].[K+].Br[C:51]1[CH:56]=[C:55]([Cl:57])[CH:54]=[C:53]([F:58])[C:52]=1[C:59]1[N:60]=[N:61][N:62]([CH3:64])[N:63]=1. (6) Given the product [CH2:32]([N:30]1[N:29]=[N:28][C:27]([CH2:26][N:5]2[C:4]3[CH:3]=[C:2]([C:38]4[CH:39]=[CH:40][C:35]([F:34])=[CH:36][C:37]=4[O:44][CH3:45])[S:10][C:9]=3[C:8](=[O:11])[N:7]([CH:12]3[CH2:13][CH2:14][N:15]([C:18]([O:20][C:21]([CH3:24])([CH3:22])[CH3:23])=[O:19])[CH2:16][CH2:17]3)[C:6]2=[O:25])=[N:31]1)[CH3:33], predict the reactants needed to synthesize it. The reactants are: Br[C:2]1[S:10][C:9]2[C:8](=[O:11])[N:7]([CH:12]3[CH2:17][CH2:16][N:15]([C:18]([O:20][C:21]([CH3:24])([CH3:23])[CH3:22])=[O:19])[CH2:14][CH2:13]3)[C:6](=[O:25])[N:5]([CH2:26][C:27]3[N:28]=[N:29][N:30]([CH2:32][CH3:33])[N:31]=3)[C:4]=2[CH:3]=1.[F:34][C:35]1[CH:40]=[CH:39][C:38](B(O)O)=[C:37]([O:44][CH3:45])[CH:36]=1.C(=O)(O)[O-].[Cs+]. (7) Given the product [F:3][C:4]1[CH:12]=[C:11]2[C:7]([C:8]3([CH2:33][CH2:32]3)[C:9](=[O:30])[N:10]2[CH:13]2[CH2:14][CH2:15][N:16]([C:19]3([CH3:29])[CH2:23][CH2:22][N:21]([C:24]([O:26][CH2:27][CH3:28])=[O:25])[CH2:20]3)[CH2:17][CH2:18]2)=[CH:6][CH:5]=1, predict the reactants needed to synthesize it. The reactants are: [H-].[Na+].[F:3][C:4]1[CH:12]=[C:11]2[C:7]([CH2:8][C:9](=[O:30])[N:10]2[CH:13]2[CH2:18][CH2:17][N:16]([C:19]3([CH3:29])[CH2:23][CH2:22][N:21]([C:24]([O:26][CH2:27][CH3:28])=[O:25])[CH2:20]3)[CH2:15][CH2:14]2)=[CH:6][CH:5]=1.Br[CH2:32][CH2:33]Br. (8) The reactants are: [C:1]1([C:7]([O:9][CH3:10])=[O:8])[CH2:6][CH2:5][CH2:4][CH2:3][CH:2]=1.[Br:11]NC(=O)CCC(N)=O. Given the product [Br:11][CH:3]1[CH2:4][CH2:5][CH2:6][C:1]([C:7]([O:9][CH3:10])=[O:8])=[CH:2]1, predict the reactants needed to synthesize it. (9) Given the product [F:14][C:7]1[C:8]2[C:13](=[CH:12][CH:11]=[CH:10][CH:9]=2)[C:4]([B:20]([OH:24])[OH:21])=[CH:5][CH:6]=1, predict the reactants needed to synthesize it. The reactants are: N#N.Br[C:4]1[C:13]2[C:8](=[CH:9][CH:10]=[CH:11][CH:12]=2)[C:7]([F:14])=[CH:6][CH:5]=1.C([Li])CCC.[B:20](OCC)([O:24]CC)[O:21]CC.